Dataset: Retrosynthesis with 50K atom-mapped reactions and 10 reaction types from USPTO. Task: Predict the reactants needed to synthesize the given product. (1) Given the product CC(=O)c1ccc2ncccc2c1, predict the reactants needed to synthesize it. The reactants are: CON(C)C(=O)c1ccc2ncccc2c1. (2) Given the product O=C(C=Cc1ccc(Cn2cc(-c3ccc(CN4CCCC4)cc3)nn2)cc1)NO, predict the reactants needed to synthesize it. The reactants are: O=C(C=Cc1ccc(Cn2cc(-c3ccc(CN4CCCC4)cc3)nn2)cc1)NOC1CCCCO1. (3) The reactants are: Cc1nn(C(c2ccccc2)(c2ccccc2)c2ccccc2)cc1B(O)O.Clc1ccc(C2(c3ccc(Br)cc3)CCNCC2)cc1. Given the product Cc1nn(C(c2ccccc2)(c2ccccc2)c2ccccc2)cc1-c1ccc(C2(c3ccc(Cl)cc3)CCNCC2)cc1, predict the reactants needed to synthesize it. (4) Given the product O=c1oc(=O)n(CC2CC2)c2ccccc12, predict the reactants needed to synthesize it. The reactants are: BrCC1CC1.O=c1[nH]c2ccccc2c(=O)o1. (5) Given the product CN(C)CC1CC2CCC1c1c2c2ccccc2n1C, predict the reactants needed to synthesize it. The reactants are: CN(C)C(=O)C1CC2CCC1c1c2c2ccccc2n1C.